Dataset: NCI-60 drug combinations with 297,098 pairs across 59 cell lines. Task: Regression. Given two drug SMILES strings and cell line genomic features, predict the synergy score measuring deviation from expected non-interaction effect. (1) Drug 1: CNC(=O)C1=CC=CC=C1SC2=CC3=C(C=C2)C(=NN3)C=CC4=CC=CC=N4. Drug 2: COC1=NC(=NC2=C1N=CN2C3C(C(C(O3)CO)O)O)N. Cell line: NCI-H322M. Synergy scores: CSS=-6.01, Synergy_ZIP=1.17, Synergy_Bliss=-4.79, Synergy_Loewe=-8.93, Synergy_HSA=-7.89. (2) Cell line: HOP-62. Synergy scores: CSS=-0.480, Synergy_ZIP=0.550, Synergy_Bliss=0.711, Synergy_Loewe=-0.557, Synergy_HSA=-1.15. Drug 2: C1CCC(C1)C(CC#N)N2C=C(C=N2)C3=C4C=CNC4=NC=N3. Drug 1: C1CCN(CC1)CCOC2=CC=C(C=C2)C(=O)C3=C(SC4=C3C=CC(=C4)O)C5=CC=C(C=C5)O. (3) Drug 1: C1=NC2=C(N=C(N=C2N1C3C(C(C(O3)CO)O)F)Cl)N. Drug 2: CS(=O)(=O)OCCCCOS(=O)(=O)C. Cell line: OVCAR-8. Synergy scores: CSS=13.4, Synergy_ZIP=-4.52, Synergy_Bliss=2.85, Synergy_Loewe=-8.39, Synergy_HSA=1.53. (4) Drug 1: CC1=C(N=C(N=C1N)C(CC(=O)N)NCC(C(=O)N)N)C(=O)NC(C(C2=CN=CN2)OC3C(C(C(C(O3)CO)O)O)OC4C(C(C(C(O4)CO)O)OC(=O)N)O)C(=O)NC(C)C(C(C)C(=O)NC(C(C)O)C(=O)NCCC5=NC(=CS5)C6=NC(=CS6)C(=O)NCCC[S+](C)C)O. Drug 2: C1=NC2=C(N1)C(=S)N=CN2. Cell line: NCI-H322M. Synergy scores: CSS=44.4, Synergy_ZIP=-1.15, Synergy_Bliss=-0.730, Synergy_Loewe=-0.0236, Synergy_HSA=2.83. (5) Drug 1: CC1=C2C(C(=O)C3(C(CC4C(C3C(C(C2(C)C)(CC1OC(=O)C(C(C5=CC=CC=C5)NC(=O)OC(C)(C)C)O)O)OC(=O)C6=CC=CC=C6)(CO4)OC(=O)C)OC)C)OC. Drug 2: CCC1(CC2CC(C3=C(CCN(C2)C1)C4=CC=CC=C4N3)(C5=C(C=C6C(=C5)C78CCN9C7C(C=CC9)(C(C(C8N6C=O)(C(=O)OC)O)OC(=O)C)CC)OC)C(=O)OC)O.OS(=O)(=O)O. Cell line: UO-31. Synergy scores: CSS=42.4, Synergy_ZIP=4.08, Synergy_Bliss=3.93, Synergy_Loewe=-7.42, Synergy_HSA=4.25. (6) Drug 1: CCC1(CC2CC(C3=C(CCN(C2)C1)C4=CC=CC=C4N3)(C5=C(C=C6C(=C5)C78CCN9C7C(C=CC9)(C(C(C8N6C=O)(C(=O)OC)O)OC(=O)C)CC)OC)C(=O)OC)O.OS(=O)(=O)O. Drug 2: C1CNP(=O)(OC1)N(CCCl)CCCl. Cell line: ACHN. Synergy scores: CSS=0.462, Synergy_ZIP=1.58, Synergy_Bliss=0.561, Synergy_Loewe=-0.953, Synergy_HSA=-1.59. (7) Drug 1: CC1C(C(=O)NC(C(=O)N2CCCC2C(=O)N(CC(=O)N(C(C(=O)O1)C(C)C)C)C)C(C)C)NC(=O)C3=C4C(=C(C=C3)C)OC5=C(C(=O)C(=C(C5=N4)C(=O)NC6C(OC(=O)C(N(C(=O)CN(C(=O)C7CCCN7C(=O)C(NC6=O)C(C)C)C)C)C(C)C)C)N)C. Drug 2: CN(C(=O)NC(C=O)C(C(C(CO)O)O)O)N=O. Cell line: NCI-H322M. Synergy scores: CSS=9.79, Synergy_ZIP=-1.82, Synergy_Bliss=2.19, Synergy_Loewe=-14.0, Synergy_HSA=-0.326. (8) Drug 1: CN1CCC(CC1)COC2=C(C=C3C(=C2)N=CN=C3NC4=C(C=C(C=C4)Br)F)OC. Drug 2: C1=NC2=C(N1)C(=S)N=CN2. Cell line: K-562. Synergy scores: CSS=49.8, Synergy_ZIP=-3.33, Synergy_Bliss=-9.36, Synergy_Loewe=-17.9, Synergy_HSA=-8.39. (9) Cell line: RXF 393. Drug 1: CCN(CC)CCNC(=O)C1=C(NC(=C1C)C=C2C3=C(C=CC(=C3)F)NC2=O)C. Synergy scores: CSS=-4.05, Synergy_ZIP=3.21, Synergy_Bliss=-1.97, Synergy_Loewe=-10.4, Synergy_HSA=-10.4. Drug 2: C(CCl)NC(=O)N(CCCl)N=O. (10) Drug 1: C1C(C(OC1N2C=NC3=C(N=C(N=C32)Cl)N)CO)O. Drug 2: COCCOC1=C(C=C2C(=C1)C(=NC=N2)NC3=CC=CC(=C3)C#C)OCCOC.Cl. Cell line: IGROV1. Synergy scores: CSS=16.1, Synergy_ZIP=0.422, Synergy_Bliss=6.69, Synergy_Loewe=0.794, Synergy_HSA=4.38.